From a dataset of Full USPTO retrosynthesis dataset with 1.9M reactions from patents (1976-2016). Predict the reactants needed to synthesize the given product. (1) Given the product [F:29][C:30]1[CH:31]=[C:32]([C@@H:11]([C:8]2[CH:7]=[CH:6][C:5]([S:2]([CH3:1])(=[O:3])=[O:4])=[CH:10][CH:9]=2)[CH2:12][CH:13]=[O:14])[CH:33]=[C:34]([F:36])[CH:35]=1, predict the reactants needed to synthesize it. The reactants are: [CH3:1][S:2]([C:5]1[CH:10]=[CH:9][C:8]([CH:11]=[CH:12][C:13](N2C(C3C=CC=CC=3)[C@H](C)N(C)C2=O)=[O:14])=[CH:7][CH:6]=1)(=[O:4])=[O:3].[F:29][C:30]1[CH:31]=[C:32]([Mg]Br)[CH:33]=[C:34]([F:36])[CH:35]=1.C1([C@@H](C2C=CC(S(C)(=O)=O)=CC=2)CC=O)C=CC=CC=1.C1([Mg]Br)C=CC=CC=1. (2) Given the product [CH:15]([NH:18][C:2]1[N:3]=[CH:4][C:5]([C:11]([F:14])([F:13])[F:12])=[CH:6][C:7]=1[C:8]([OH:10])=[O:9])([CH3:17])[CH3:16], predict the reactants needed to synthesize it. The reactants are: Cl[C:2]1[C:7]([C:8]([OH:10])=[O:9])=[CH:6][C:5]([C:11]([F:14])([F:13])[F:12])=[CH:4][N:3]=1.[CH:15]([NH2:18])([CH3:17])[CH3:16].C(=O)([O-])[O-].[K+].[K+].CN(C=O)C.